This data is from Merck oncology drug combination screen with 23,052 pairs across 39 cell lines. The task is: Regression. Given two drug SMILES strings and cell line genomic features, predict the synergy score measuring deviation from expected non-interaction effect. (1) Drug 1: CN1C(=O)C=CC2(C)C3CCC4(C)C(NC(=O)OCC(F)(F)F)CCC4C3CCC12. Drug 2: CC(=O)OC1C(=O)C2(C)C(O)CC3OCC3(OC(C)=O)C2C(OC(=O)c2ccccc2)C2(O)CC(OC(=O)C(O)C(NC(=O)c3ccccc3)c3ccccc3)C(C)=C1C2(C)C. Cell line: SKOV3. Synergy scores: synergy=8.71. (2) Drug 1: CNC(=O)c1cc(Oc2ccc(NC(=O)Nc3ccc(Cl)c(C(F)(F)F)c3)cc2)ccn1. Drug 2: Cn1cc(-c2cnn3c(N)c(Br)c(C4CCCNC4)nc23)cn1. Cell line: HT29. Synergy scores: synergy=2.61. (3) Drug 1: CCC1=CC2CN(C1)Cc1c([nH]c3ccccc13)C(C(=O)OC)(c1cc3c(cc1OC)N(C)C1C(O)(C(=O)OC)C(OC(C)=O)C4(CC)C=CCN5CCC31C54)C2. Drug 2: Cn1c(=O)n(-c2ccc(C(C)(C)C#N)cc2)c2c3cc(-c4cnc5ccccc5c4)ccc3ncc21. Cell line: HT144. Synergy scores: synergy=39.3. (4) Drug 1: CC(=O)OC1C(=O)C2(C)C(O)CC3OCC3(OC(C)=O)C2C(OC(=O)c2ccccc2)C2(O)CC(OC(=O)C(O)C(NC(=O)c3ccccc3)c3ccccc3)C(C)=C1C2(C)C. Drug 2: CCc1cnn2c(NCc3ccc[n+]([O-])c3)cc(N3CCCCC3CCO)nc12. Cell line: CAOV3. Synergy scores: synergy=-15.8. (5) Cell line: NCIH2122. Synergy scores: synergy=-307. Drug 1: CC(=O)OC1C(=O)C2(C)C(O)CC3OCC3(OC(C)=O)C2C(OC(=O)c2ccccc2)C2(O)CC(OC(=O)C(O)C(NC(=O)c3ccccc3)c3ccccc3)C(C)=C1C2(C)C. Drug 2: CC(C)CC(NC(=O)C(Cc1ccccc1)NC(=O)c1cnccn1)B(O)O. (6) Drug 1: C=CCn1c(=O)c2cnc(Nc3ccc(N4CCN(C)CC4)cc3)nc2n1-c1cccc(C(C)(C)O)n1. Drug 2: CNC(=O)c1cc(Oc2ccc(NC(=O)Nc3ccc(Cl)c(C(F)(F)F)c3)cc2)ccn1. Cell line: OV90. Synergy scores: synergy=-5.03.